From a dataset of Full USPTO retrosynthesis dataset with 1.9M reactions from patents (1976-2016). Predict the reactants needed to synthesize the given product. Given the product [NH2:13][C:14]([C:26]1[CH:27]=[N:28][C:29]([Cl:32])=[CH:30][CH:31]=1)([CH3:25])[C:15]([C:17]1[CH:22]=[CH:21][C:20]([Cl:23])=[C:19]([F:24])[CH:18]=1)=[O:16], predict the reactants needed to synthesize it. The reactants are: O1CCOCC1.C(OC(=O)[NH:13][C:14]([C:26]1[CH:27]=[N:28][C:29]([Cl:32])=[CH:30][CH:31]=1)([CH3:25])[C:15]([C:17]1[CH:22]=[CH:21][C:20]([Cl:23])=[C:19]([F:24])[CH:18]=1)=[O:16])(C)(C)C.Cl.O1CCOCC1.